From a dataset of Catalyst prediction with 721,799 reactions and 888 catalyst types from USPTO. Predict which catalyst facilitates the given reaction. (1) Reactant: F[C:2](F)(F)C(O)=O.[Cl:8][C:9]1[CH:14]=[CH:13][C:12]([C@H:15]2[N:22]3[C:18]([S:19][C:20]([C:26]([N:28]([CH2:32][C@@H:33]4[CH2:36][CH2:35][N:34]4[C:37]([O:39]C(C)(C)C)=O)[CH:29]([CH3:31])[CH3:30])=[O:27])=[C:21]3[CH:23]([CH3:25])[CH3:24])=[N:17][C@:16]2([C:45]2[CH:50]=[CH:49][C:48]([Cl:51])=[CH:47][CH:46]=2)[CH3:44])=[CH:11][CH:10]=1.C(OC(=O)C)(=O)C. Product: [C:37]([N:34]1[CH2:35][CH2:36][C@H:33]1[CH2:32][N:28]([CH:29]([CH3:30])[CH3:31])[C:26]([C:20]1[S:19][C:18]2=[N:17][C@:16]([C:45]3[CH:46]=[CH:47][C:48]([Cl:51])=[CH:49][CH:50]=3)([CH3:44])[C@@H:15]([C:12]3[CH:11]=[CH:10][C:9]([Cl:8])=[CH:14][CH:13]=3)[N:22]2[C:21]=1[CH:23]([CH3:24])[CH3:25])=[O:27])(=[O:39])[CH3:2]. The catalyst class is: 4. (2) Reactant: Cl[C:2]1[N:7]=[C:6]([NH:8][C:9]([C:11]2([C:14]3[CH:24]=[CH:23][C:17]4[O:18][C:19]([F:22])([F:21])[O:20][C:16]=4[CH:15]=3)[CH2:13][CH2:12]2)=[O:10])[CH:5]=[CH:4][C:3]=1[CH3:25].[CH3:26][O:27][C:28]1[C:33](B(O)O)=[CH:32][CH:31]=[CH:30][N:29]=1.C(=O)([O-])[O-].[K+].[K+]. Product: [F:21][C:19]1([F:22])[O:18][C:17]2[CH:23]=[CH:24][C:14]([C:11]3([C:9]([NH:8][C:6]4[N:7]=[C:2]([C:33]5[C:28]([O:27][CH3:26])=[N:29][CH:30]=[CH:31][CH:32]=5)[C:3]([CH3:25])=[CH:4][CH:5]=4)=[O:10])[CH2:13][CH2:12]3)=[CH:15][C:16]=2[O:20]1. The catalyst class is: 104. (3) Product: [CH3:1][C:2]1[CH:9]=[CH:8][C:7]([CH3:10])=[CH:6][C:3]=1[CH2:4][O:5][CH2:18][CH:19]1[CH2:24][CH2:23][N:22]([S:25]([CH3:28])(=[O:27])=[O:26])[CH2:21][CH2:20]1. Reactant: [CH3:1][C:2]1[CH:9]=[CH:8][C:7]([CH3:10])=[CH:6][C:3]=1[CH2:4][OH:5].[H-].[Na+].CS(O[CH2:18][CH:19]1[CH2:24][CH2:23][N:22]([S:25]([CH3:28])(=[O:27])=[O:26])[CH2:21][CH2:20]1)(=O)=O.O. The catalyst class is: 3. (4) Reactant: [Cr](Cl)([O-])(=O)=O.[NH+]1C=CC=CC=1.[CH3:12][C:13](=[CH:15][CH2:16][CH2:17][CH:18]([CH3:33])[CH2:19][CH:20]([OH:32])[CH2:21][CH2:22][CH2:23][CH2:24][CH2:25][CH2:26][CH2:27][CH2:28][CH2:29][CH:30]=[CH2:31])[CH3:14]. Product: [CH3:14][C:13](=[CH:15][CH2:16][CH2:17][CH:18]([CH3:33])[CH2:19][C:20](=[O:32])[CH2:21][CH2:22][CH2:23][CH2:24][CH2:25][CH2:26][CH2:27][CH2:28][CH2:29][CH:30]=[CH2:31])[CH3:12]. The catalyst class is: 4.